Dataset: Reaction yield outcomes from USPTO patents with 853,638 reactions. Task: Predict the reaction yield, written as a fraction of the theoretical maximum amount of product (1.0 means a 100% yield; for example, 0.34 means a 34% yield). (1) The reactants are Br[C:2]1[CH:3]=[C:4]([C:8]([C:10]2[CH:15]=[CH:14][C:13]([C:16]([CH3:24])([CH3:23])[O:17][SiH2:18][C:19]([CH3:22])([CH3:21])[CH3:20])=[CH:12][CH:11]=2)=[O:9])[CH:5]=[N:6][CH:7]=1.O.[CH3:26][N:27](C)C=O. The catalyst is C1C=CC([P]([Pd]([P](C2C=CC=CC=2)(C2C=CC=CC=2)C2C=CC=CC=2)([P](C2C=CC=CC=2)(C2C=CC=CC=2)C2C=CC=CC=2)[P](C2C=CC=CC=2)(C2C=CC=CC=2)C2C=CC=CC=2)(C2C=CC=CC=2)C2C=CC=CC=2)=CC=1.[C-]#N.[Zn+2].[C-]#N. The product is [C:19]([SiH2:18][O:17][C:16]([CH3:24])([CH3:23])[C:13]1[CH:14]=[CH:15][C:10]([C:8]([C:4]2[CH:5]=[N:6][CH:7]=[C:2]([CH:3]=2)[C:26]#[N:27])=[O:9])=[CH:11][CH:12]=1)([CH3:22])([CH3:21])[CH3:20]. The yield is 0.630. (2) The reactants are [N+:1]([C:4]1[CH:11]=[CH:10][C:7]([C:8]#[N:9])=[C:6]([F:12])[CH:5]=1)([O-])=O. The catalyst is C(O)(=O)C.C(OCC)(=O)C.[Fe]. The product is [NH2:1][C:4]1[CH:11]=[CH:10][C:7]([C:8]#[N:9])=[C:6]([F:12])[CH:5]=1. The yield is 0.960. (3) The reactants are [Br:1][C:2]1[CH:7]=[CH:6][C:5]([C:8]2[NH:12][C:11](=[O:13])[C:10]3([CH2:17][CH2:16][CH2:15][CH2:14]3)[N:9]=2)=[CH:4][CH:3]=1.Br[CH2:19][C@@H:20]1[CH2:24][CH2:23][N:22]([C:25]([O:27][C:28]([CH3:31])([CH3:30])[CH3:29])=[O:26])[CH2:21]1.C([O-])([O-])=O.[Cs+].[Cs+]. The catalyst is CN(C=O)C. The product is [Br:1][C:2]1[CH:3]=[CH:4][C:5]([C:8]2[N:12]([CH2:19][C@@H:20]3[CH2:24][CH2:23][N:22]([C:25]([O:27][C:28]([CH3:29])([CH3:31])[CH3:30])=[O:26])[CH2:21]3)[C:11](=[O:13])[C:10]3([CH2:17][CH2:16][CH2:15][CH2:14]3)[N:9]=2)=[CH:6][CH:7]=1. The yield is 0.760. (4) The reactants are [CH3:1][O:2][CH2:3][CH2:4][N:5]([CH2:16][CH2:17][O:18][CH3:19])[C:6]1[C:7]([C:14]#[N:15])=[N:8][C:9]([Cl:13])=[C:10](Br)[N:11]=1.[O:20]1[CH:24]=[CH:23][CH:22]=[C:21]1B(O)O.C([O-])([O-])=O.[Cs+].[Cs+].O1CCOCC1. The catalyst is CCOC(C)=O.C1C=CC(/C=C/C(/C=C/C2C=CC=CC=2)=O)=CC=1.C1C=CC(/C=C/C(/C=C/C2C=CC=CC=2)=O)=CC=1.C1C=CC(/C=C/C(/C=C/C2C=CC=CC=2)=O)=CC=1.[Pd].[Pd].C(Cl)(Cl)Cl. The product is [CH3:1][O:2][CH2:3][CH2:4][N:5]([CH2:16][CH2:17][O:18][CH3:19])[C:6]1[C:7]([C:14]#[N:15])=[N:8][C:9]([Cl:13])=[C:10]([C:21]2[O:20][CH:24]=[CH:23][CH:22]=2)[N:11]=1. The yield is 0.780. (5) The reactants are CO[C:3](=[O:23])[C:4]1[CH:9]=[CH:8][C:7]([O:10][CH2:11][C:12]2[C:13]([N:18]3[CH2:22][CH2:21][CH2:20][CH2:19]3)=[N:14][O:15][C:16]=2[CH3:17])=[N:6][CH:5]=1.[NH2:24][CH:25]1[CH2:30][CH2:29][O:28][CH2:27][CH2:26]1. No catalyst specified. The product is [CH3:17][C:16]1[O:15][N:14]=[C:13]([N:18]2[CH2:19][CH2:20][CH2:21][CH2:22]2)[C:12]=1[CH2:11][O:10][C:7]1[CH:8]=[CH:9][C:4]([C:3]([NH:24][CH:25]2[CH2:30][CH2:29][O:28][CH2:27][CH2:26]2)=[O:23])=[CH:5][N:6]=1. The yield is 0.490. (6) The reactants are O1CCCC1.[C:6]([C:8]1([OH:23])[C:19]([CH3:21])([CH3:20])[CH2:18][C:11]2([O:15][CH:14]([CH3:16])[CH:13]([CH3:17])[O:12]2)[CH:10]=[C:9]1[CH3:22])#[CH:7].[CH2:24]([SnH:28]([CH2:33][CH2:34][CH2:35][CH3:36])[CH2:29][CH2:30][CH2:31][CH3:32])[CH2:25][CH2:26][CH3:27]. The catalyst is C1C=CC([P]([Pd]([P](C2C=CC=CC=2)(C2C=CC=CC=2)C2C=CC=CC=2)([P](C2C=CC=CC=2)(C2C=CC=CC=2)C2C=CC=CC=2)[P](C2C=CC=CC=2)(C2C=CC=CC=2)C2C=CC=CC=2)(C2C=CC=CC=2)C2C=CC=CC=2)=CC=1.O. The product is [CH3:16][CH:14]1[CH:13]([CH3:17])[O:12][C:11]2([CH2:18][C:19]([CH3:21])([CH3:20])[C:8](/[CH:6]=[CH:7]/[Sn:28]([CH2:29][CH2:30][CH2:31][CH3:32])([CH2:33][CH2:34][CH2:35][CH3:36])[CH2:24][CH2:25][CH2:26][CH3:27])([OH:23])[C:9]([CH3:22])=[CH:10]2)[O:15]1. The yield is 0.660. (7) The reactants are [C:1]([C:5]1[CH:6]=[C:7]([C:16]2[CH:17]=[C:18]([C:27]3[CH:32]=[CH:31][C:30]([C:33]([O:35]CC)=[O:34])=[CH:29][CH:28]=3)[CH:19]=[CH:20][C:21]=2[CH2:22][CH:23]([OH:26])[CH2:24][OH:25])[CH:8]=[CH:9][C:10]=1[N:11]([CH2:14][CH3:15])[CH2:12][CH3:13])([CH3:4])([CH3:3])[CH3:2].[OH-].[Na+].C(C1C=C(C2C=C(C3C=CC(C(O)=O)=CC=3)C=CC=2CCCO)C=CC=1N(CC)CC)(C)(C)C. No catalyst specified. The product is [C:1]([C:5]1[CH:6]=[C:7]([C:16]2[CH:17]=[C:18]([C:27]3[CH:28]=[CH:29][C:30]([C:33]([OH:35])=[O:34])=[CH:31][CH:32]=3)[CH:19]=[CH:20][C:21]=2[CH2:22][CH:23]([OH:26])[CH2:24][OH:25])[CH:8]=[CH:9][C:10]=1[N:11]([CH2:12][CH3:13])[CH2:14][CH3:15])([CH3:3])([CH3:4])[CH3:2]. The yield is 0.860. (8) The reactants are O.[OH-].[Li+].O.[F:5][C:6]1[CH:15]=[CH:14][C:13]([O:16][CH2:17][CH2:18][CH3:19])=[C:12]2[C:7]=1[C:8](=[O:37])[C:9]([C:29]1[CH:34]=[CH:33][C:32]([O:35][CH3:36])=[CH:31][CH:30]=1)=[CH:10][N:11]2[CH2:20][CH2:21][S:22][CH2:23][CH2:24][C:25]([O:27]C)=[O:26]. The catalyst is C(#N)C. The product is [F:5][C:6]1[CH:15]=[CH:14][C:13]([O:16][CH2:17][CH2:18][CH3:19])=[C:12]2[C:7]=1[C:8](=[O:37])[C:9]([C:29]1[CH:30]=[CH:31][C:32]([O:35][CH3:36])=[CH:33][CH:34]=1)=[CH:10][N:11]2[CH2:20][CH2:21][S:22][CH2:23][CH2:24][C:25]([OH:27])=[O:26]. The yield is 0.820. (9) The reactants are [C:1]([N:5]1[C:9]([CH3:10])=[CH:8][C:7]([C:11]([O:13]CC)=[O:12])=[N:6]1)([CH3:4])([CH3:3])[CH3:2].C(O)C.O.O1CCOCC1.[OH-].[Li+].Cl. The catalyst is O. The product is [C:1]([N:5]1[C:9]([CH3:10])=[CH:8][C:7]([C:11]([OH:13])=[O:12])=[N:6]1)([CH3:4])([CH3:2])[CH3:3]. The yield is 0.960.